Task: Predict the reactants needed to synthesize the given product.. Dataset: Full USPTO retrosynthesis dataset with 1.9M reactions from patents (1976-2016) (1) Given the product [O:1]=[C:2]([CH3:17])[CH2:3][C:4]1[CH:16]=[CH:15][C:7]([O:8][CH2:9][C:10]([OH:12])=[O:11])=[CH:6][CH:5]=1, predict the reactants needed to synthesize it. The reactants are: [O:1]=[C:2]([CH3:17])[CH2:3][C:4]1[CH:16]=[CH:15][C:7]([O:8][CH2:9][C:10]([O:12]CC)=[O:11])=[CH:6][CH:5]=1.O.[OH-].[Li+]. (2) Given the product [F:27][C:28]1[CH:33]=[C:32]([F:34])[CH:31]=[CH:30][C:29]=1[C:2]1[CH:3]=[N:4][CH:5]=[C:6]2[C:11]=1[N:10]=[C:9]([C:12]([NH:14][CH:15]([C:17]1[CH:22]=[CH:21][C:20]([S:23]([CH3:26])(=[O:25])=[O:24])=[CH:19][CH:18]=1)[CH3:16])=[O:13])[CH:8]=[CH:7]2, predict the reactants needed to synthesize it. The reactants are: Br[C:2]1[CH:3]=[N:4][CH:5]=[C:6]2[C:11]=1[N:10]=[C:9]([C:12]([NH:14][CH:15]([C:17]1[CH:22]=[CH:21][C:20]([S:23]([CH3:26])(=[O:25])=[O:24])=[CH:19][CH:18]=1)[CH3:16])=[O:13])[CH:8]=[CH:7]2.[F:27][C:28]1[CH:33]=[C:32]([F:34])[CH:31]=[CH:30][C:29]=1B(O)O.C(=O)([O-])[O-].[Cs+].[Cs+].